From a dataset of Full USPTO retrosynthesis dataset with 1.9M reactions from patents (1976-2016). Predict the reactants needed to synthesize the given product. Given the product [N:17]([CH2:2][CH2:3][CH2:4][CH2:5][CH:6]1[CH2:9][N:8]([C:10]([O:12][C:13]([CH3:16])([CH3:15])[CH3:14])=[O:11])[CH2:7]1)=[N+:18]=[N-:19], predict the reactants needed to synthesize it. The reactants are: I[CH2:2][CH2:3][CH2:4][CH2:5][CH:6]1[CH2:9][N:8]([C:10]([O:12][C:13]([CH3:16])([CH3:15])[CH3:14])=[O:11])[CH2:7]1.[N-:17]=[N+:18]=[N-:19].[Na+].O.